This data is from Full USPTO retrosynthesis dataset with 1.9M reactions from patents (1976-2016). The task is: Predict the reactants needed to synthesize the given product. Given the product [CH2:1]([N:8]([CH2:20][C:21]1[CH:26]=[CH:25][CH:24]=[C:23]([O:27][CH3:28])[CH:22]=1)[CH2:9][CH:10]([C:12]1[CH:17]=[CH:16][C:15]([O:18][CH3:19])=[CH:14][CH:13]=1)[OH:11])[C:2]1[CH:3]=[CH:4][CH:5]=[CH:6][CH:7]=1, predict the reactants needed to synthesize it. The reactants are: [CH2:1]([N:8]([CH2:20][C:21]1[CH:26]=[CH:25][CH:24]=[C:23]([O:27][CH3:28])[CH:22]=1)[CH2:9][C:10]([C:12]1[CH:17]=[CH:16][C:15]([O:18][CH3:19])=[CH:14][CH:13]=1)=[O:11])[C:2]1[CH:7]=[CH:6][CH:5]=[CH:4][CH:3]=1.[BH4-].[Na+].O.